This data is from Forward reaction prediction with 1.9M reactions from USPTO patents (1976-2016). The task is: Predict the product of the given reaction. (1) Given the reactants [Cl:1][C:2]1[N:10]=[C:9]([Cl:11])[CH:8]=[CH:7][C:3]=1[C:4]([OH:6])=[O:5].O=S(Cl)Cl.[CH3:16]O, predict the reaction product. The product is: [CH3:16][O:5][C:4](=[O:6])[C:3]1[CH:7]=[CH:8][C:9]([Cl:11])=[N:10][C:2]=1[Cl:1]. (2) Given the reactants Cl[C:2]1[C:3]2[C:4](=[C:8]([C:18]3[CH:23]=[CH:22][C:21]([Cl:24])=[CH:20][CH:19]=3)[N:9]([C:11]3[CH:16]=[CH:15][CH:14]=[CH:13][C:12]=3[Cl:17])[N:10]=2)[N:5]=[CH:6][N:7]=1.[NH:25]1[CH2:29][CH2:28][CH2:27][CH2:26]1.C(OCC)(=O)C.CCCCCC, predict the reaction product. The product is: [Cl:24][C:21]1[CH:20]=[CH:19][C:18]([C:8]2[N:9]([C:11]3[CH:16]=[CH:15][CH:14]=[CH:13][C:12]=3[Cl:17])[N:10]=[C:3]3[C:2]([N:25]4[CH2:29][CH2:28][CH2:27][CH2:26]4)=[N:7][CH:6]=[N:5][C:4]=23)=[CH:23][CH:22]=1. (3) Given the reactants [O-:1][CH2:2][CH3:3].[Na+].F[C:6]1[CH:11]=[CH:10][C:9]([S:12]([NH2:15])(=[O:14])=[O:13])=[CH:8][C:7]=1[N+:16]([O-:18])=[O:17].N(C1C=C(C=CC=1OC(F)(F)F)C(N)=O)C(N)=S, predict the reaction product. The product is: [CH2:2]([O:1][C:6]1[CH:11]=[CH:10][C:9]([S:12]([NH2:15])(=[O:14])=[O:13])=[CH:8][C:7]=1[N+:16]([O-:18])=[O:17])[CH3:3]. (4) Given the reactants [O:1]1[C:5]2[CH:6]=[CH:7][CH:8]=[CH:9][C:4]=2[CH:3]=[C:2]1[CH:10]=O.[CH3:12][O:13][C:14]1[CH:15]=[C:16]([CH:20]=[CH:21][C:22]=1[O:23][CH3:24])[CH2:17][C:18]#[N:19], predict the reaction product. The product is: [O:1]1[C:5]2[CH:6]=[CH:7][CH:8]=[CH:9][C:4]=2[CH:3]=[C:2]1/[CH:10]=[C:17](/[C:16]1[CH:20]=[CH:21][C:22]([O:23][CH3:24])=[C:14]([O:13][CH3:12])[CH:15]=1)\[C:18]#[N:19]. (5) Given the reactants [NH2:1][C:2]1[CH:3]=[C:4]([C:15]2[C:24]3[C:19](=[CH:20][CH:21]=[CH:22][CH:23]=3)[C:18](=[O:25])[NH:17][N:16]=2)[CH:5]=[CH:6][C:7]=1[N:8]1[CH2:13][CH2:12][N:11]([CH3:14])[CH2:10][CH2:9]1.[CH3:26][N:27]=[C:28]=[O:29], predict the reaction product. The product is: [CH3:26][NH:27][C:28]([NH:1][C:2]1[CH:3]=[C:4]([C:15]2[C:24]3[C:19](=[CH:20][CH:21]=[CH:22][CH:23]=3)[C:18](=[O:25])[NH:17][N:16]=2)[CH:5]=[CH:6][C:7]=1[N:8]1[CH2:9][CH2:10][N:11]([CH3:14])[CH2:12][CH2:13]1)=[O:29]. (6) Given the reactants [CH3:1][CH:2]1[CH2:7][CH2:6][N:5]([CH:8]2[CH2:13][CH2:12][NH:11][CH2:10][CH2:9]2)[CH2:4][CH2:3]1.[CH3:14][O:15][C:16]1[CH:21]=[CH:20][C:19]([S:22](Cl)(=[O:24])=[O:23])=[CH:18][CH:17]=1, predict the reaction product. The product is: [CH3:14][O:15][C:16]1[CH:17]=[CH:18][C:19]([S:22]([N:11]2[CH2:12][CH2:13][CH:8]([N:5]3[CH2:6][CH2:7][CH:2]([CH3:1])[CH2:3][CH2:4]3)[CH2:9][CH2:10]2)(=[O:24])=[O:23])=[CH:20][CH:21]=1.